This data is from Reaction yield outcomes from USPTO patents with 853,638 reactions. The task is: Predict the reaction yield, written as a fraction of the theoretical maximum amount of product (1.0 means a 100% yield; for example, 0.34 means a 34% yield). The reactants are [CH3:1][S:2](Cl)(=[O:4])=[O:3].[CH3:6][O:7][C:8]1[CH:27]=[CH:26][C:11]([CH2:12][N:13]2[C:21]3[C:16](=[CH:17][CH:18]=[C:19]([C@H:22]([OH:25])[CH2:23][OH:24])[CH:20]=3)[CH:15]=[N:14]2)=[CH:10][CH:9]=1.CCN(CC)CC. The catalyst is C(Cl)Cl. The product is [CH3:1][S:2]([O:25][C@@H:22]([C:19]1[CH:20]=[C:21]2[C:16]([CH:15]=[N:14][N:13]2[CH2:12][C:11]2[CH:10]=[CH:9][C:8]([O:7][CH3:6])=[CH:27][CH:26]=2)=[CH:17][CH:18]=1)[CH2:23][O:24][S:2]([CH3:1])(=[O:4])=[O:3])(=[O:4])=[O:3]. The yield is 0.830.